From a dataset of Peptide-MHC class I binding affinity with 185,985 pairs from IEDB/IMGT. Regression. Given a peptide amino acid sequence and an MHC pseudo amino acid sequence, predict their binding affinity value. This is MHC class I binding data. (1) The MHC is HLA-A68:01 with pseudo-sequence HLA-A68:01. The binding affinity (normalized) is 0.188. The peptide sequence is YTKFWYVNH. (2) The peptide sequence is EYKLQQGTF. The MHC is HLA-A23:01 with pseudo-sequence HLA-A23:01. The binding affinity (normalized) is 0.0326. (3) The peptide sequence is KAAFDLSHFL. The MHC is HLA-B44:02 with pseudo-sequence HLA-B44:02. The binding affinity (normalized) is 0.